Dataset: Full USPTO retrosynthesis dataset with 1.9M reactions from patents (1976-2016). Task: Predict the reactants needed to synthesize the given product. (1) Given the product [CH3:1][C:2]1[C:7]([NH:8]/[C:26](/[NH:29][C:30](=[O:31])[O:32][C:33]([CH3:36])([CH3:35])[CH3:34])=[N:25]/[C:23](=[O:24])[O:22][C:18]([CH3:21])([CH3:20])[CH3:19])=[CH:6][C:5]([CH:9]2[CH2:14][CH2:13][N:12]([CH3:15])[CH2:11][C:10]2([CH3:17])[CH3:16])=[CH:4][N:3]=1, predict the reactants needed to synthesize it. The reactants are: [CH3:1][C:2]1[C:7]([NH2:8])=[CH:6][C:5]([CH:9]2[CH2:14][CH2:13][N:12]([CH3:15])[CH2:11][C:10]2([CH3:17])[CH3:16])=[CH:4][N:3]=1.[C:18]([O:22][C:23]([NH:25][C:26](=[N:29][C:30]([O:32][C:33]([CH3:36])([CH3:35])[CH3:34])=[O:31])SC)=[O:24])([CH3:21])([CH3:20])[CH3:19]. (2) Given the product [CH3:12][O:13][C:14](=[O:31])[C:15]1[CH:20]=[C:19]([C:21](=[O:22])[C:23]2[CH:28]=[CH:27][C:26]([Br:29])=[CH:25][N:24]=2)[CH:18]=[CH:17][C:16]=1[F:30], predict the reactants needed to synthesize it. The reactants are: [Cr](Cl)([O-])(=O)=O.[NH+]1C=CC=CC=1.[CH3:12][O:13][C:14](=[O:31])[C:15]1[CH:20]=[C:19]([CH:21]([C:23]2[CH:28]=[CH:27][C:26]([Br:29])=[CH:25][N:24]=2)[OH:22])[CH:18]=[CH:17][C:16]=1[F:30]. (3) Given the product [OH:32][CH2:31][CH2:33][NH:34][C:13](=[O:15])[CH2:12][C:8]1[CH:9]=[CH:10][CH:11]=[C:6]([O:5][CH2:4][C:3]2[C:16]([CH3:20])=[CH:17][CH:18]=[CH:19][C:2]=2[CH3:1])[CH:7]=1, predict the reactants needed to synthesize it. The reactants are: [CH3:1][C:2]1[CH:19]=[CH:18][CH:17]=[C:16]([CH3:20])[C:3]=1[CH2:4][O:5][C:6]1[CH:7]=[C:8]([CH2:12][C:13]([OH:15])=O)[CH:9]=[CH:10][CH:11]=1.ON1C2C=CC=CC=2N=N1.[CH2:31]([CH2:33][NH2:34])[OH:32].CCN=C=NCCCN(C)C. (4) Given the product [Cl:1][C:2]1[CH:15]=[C:14]([Cl:16])[C:13]([N:17]2[C:21](=[O:22])[NH:20][C:19]([C:23]3[CH:28]=[CH:27][C:26]([C:31]#[C:30][CH:32]4[CH2:34][CH2:33]4)=[CH:25][CH:24]=3)=[N:18]2)=[CH:12][C:3]=1[CH2:4][NH:5][C:6](=[O:11])[C:7]([CH3:10])([CH3:9])[CH3:8], predict the reactants needed to synthesize it. The reactants are: [Cl:1][C:2]1[CH:15]=[C:14]([Cl:16])[C:13]([N:17]2[C:21](=[O:22])[NH:20][C:19]([C:23]3[CH:28]=[CH:27][C:26](I)=[CH:25][CH:24]=3)=[N:18]2)=[CH:12][C:3]=1[CH2:4][NH:5][C:6](=[O:11])[C:7]([CH3:10])([CH3:9])[CH3:8].[C:30]([CH:32]1[CH2:34][CH2:33]1)#[CH:31].CCCC[N+](CCCC)(CCCC)CCCC.[F-]. (5) Given the product [CH3:13][N:4]1[C:5]2[CH2:6][C:7]([CH3:12])([CH3:11])[CH2:8][CH2:9][C:10]=2[C:2]([Sn:23]([CH2:25][CH2:26][CH2:27][CH3:28])([CH2:29][CH2:30][CH2:31][CH3:32])[CH2:19][CH2:20][CH2:21][CH3:22])=[N:3]1, predict the reactants needed to synthesize it. The reactants are: I[C:2]1[C:10]2[CH2:9][CH2:8][C:7]([CH3:12])([CH3:11])[CH2:6][C:5]=2[N:4]([CH3:13])[N:3]=1.C([Mg]Cl)(C)C.[CH2:19]([Sn:23]([CH2:29][CH2:30][CH2:31][CH3:32])([CH2:25][CH2:26][CH2:27][CH3:28])Cl)[CH2:20][CH2:21][CH3:22].